From a dataset of Peptide-MHC class I binding affinity with 185,985 pairs from IEDB/IMGT. Regression. Given a peptide amino acid sequence and an MHC pseudo amino acid sequence, predict their binding affinity value. This is MHC class I binding data. (1) The peptide sequence is FSDVSHWWQ. The MHC is HLA-B27:05 with pseudo-sequence HLA-B27:05. The binding affinity (normalized) is 0.0847. (2) The peptide sequence is TSTLQEQIAW. The MHC is HLA-C06:02 with pseudo-sequence HLA-C06:02. The binding affinity (normalized) is 0. (3) The MHC is HLA-A68:02 with pseudo-sequence HLA-A68:02. The peptide sequence is HINDQKFDDV. The binding affinity (normalized) is 0.351. (4) The peptide sequence is VVGADGFGY. The MHC is HLA-B27:03 with pseudo-sequence HLA-B27:03. The binding affinity (normalized) is 0.0847. (5) The peptide sequence is AYTSSDDEI. The MHC is HLA-A23:01 with pseudo-sequence HLA-A23:01. The binding affinity (normalized) is 0.319. (6) The peptide sequence is RTLDFHDSNVK. The MHC is HLA-A68:01 with pseudo-sequence HLA-A68:01. The binding affinity (normalized) is 0.156.